From a dataset of Reaction yield outcomes from USPTO patents with 853,638 reactions. Predict the reaction yield, written as a fraction of the theoretical maximum amount of product (1.0 means a 100% yield; for example, 0.34 means a 34% yield). (1) The reactants are [O:1]1[CH2:5][CH2:4][CH:3]([CH:6]=[O:7])[CH2:2]1.[F-].C([N+](CCCC)(CCCC)CCCC)CCC.[F:26][C:27]([Si](C)(C)C)([F:29])[F:28]. The catalyst is O1CCCC1. The product is [F:26][C:27]([F:29])([F:28])[CH:6]([CH:3]1[CH2:4][CH2:5][O:1][CH2:2]1)[OH:7]. The yield is 0.310. (2) The reactants are [Cl:1][C:2]1[CH:3]=[C:4]([C@:8]([C@@H:16]2[CH2:21][CH2:20][CH2:19][NH:18][CH2:17]2)([OH:15])[CH2:9][CH2:10][CH2:11][CH2:12][O:13][CH3:14])[CH:5]=[CH:6][CH:7]=1.[N+](C1C=CC([O:29][C:30]([NH:32][CH2:33][C@@H:34]([NH:42][C:43](=[O:49])[O:44][C:45]([CH3:48])([CH3:47])[CH3:46])[CH2:35][CH:36]2[CH2:41][CH2:40][CH2:39][CH2:38][CH2:37]2)=O)=CC=1)([O-])=O.CCN(C(C)C)C(C)C. The catalyst is CC#N.C(Cl)Cl.CCOCC. The product is [Cl:1][C:2]1[CH:3]=[C:4]([C@:8]([C@@H:16]2[CH2:21][CH2:20][CH2:19][N:18]([C:30]([NH:32][CH2:33][C@@H:34]([NH:42][C:43](=[O:49])[O:44][C:45]([CH3:47])([CH3:46])[CH3:48])[CH2:35][CH:36]3[CH2:37][CH2:38][CH2:39][CH2:40][CH2:41]3)=[O:29])[CH2:17]2)([OH:15])[CH2:9][CH2:10][CH2:11][CH2:12][O:13][CH3:14])[CH:5]=[CH:6][CH:7]=1. The yield is 0.490. (3) The reactants are [CH:1]1([NH:7][S:8](=[O:11])(=O)[OH:9])[CH2:6][CH2:5][CH2:4][CH2:3][CH2:2]1.P(Cl)(Cl)(Cl)(Cl)[Cl:13]. The catalyst is C1(C)C=CC=CC=1. The product is [CH:1]1([NH:7][S:8]([Cl:13])(=[O:11])=[O:9])[CH2:6][CH2:5][CH2:4][CH2:3][CH2:2]1. The yield is 0.820. (4) The reactants are [F:1][C:2]1[CH:7]=[CH:6][CH:5]=[C:4]([O:8][CH3:9])[C:3]=1[C:10]1[NH:19][C:18](=O)[C:17]2[C:12](=[CH:13][C:14]([CH3:21])=[CH:15][CH:16]=2)[N:11]=1.CN(C)C1C=CC=CC=1.O=P(Cl)(Cl)[Cl:33].C([O-])(O)=O.[Na+]. The catalyst is C1C=CC=CC=1.C(Cl)Cl. The product is [Cl:33][C:18]1[C:17]2[C:12](=[CH:13][C:14]([CH3:21])=[CH:15][CH:16]=2)[N:11]=[C:10]([C:3]2[C:4]([O:8][CH3:9])=[CH:5][CH:6]=[CH:7][C:2]=2[F:1])[N:19]=1. The yield is 0.880.